This data is from Catalyst prediction with 721,799 reactions and 888 catalyst types from USPTO. The task is: Predict which catalyst facilitates the given reaction. (1) Reactant: [NH2:1][C:2]1[C:3]([C:11]#[C:12][C:13]2[CH:18]=[CH:17][N:16]=[C:15]([NH:19][C:20](=[O:22])[CH3:21])[CH:14]=2)=[N:4][CH:5]=[CH:6][C:7]=1[CH:8]([F:10])[CH3:9].[C:23](O)([C:25]([F:28])([F:27])[F:26])=[O:24]. Product: [C:20]([NH:19][C:15]1[CH:14]=[C:13]([C:12]#[C:11][C:3]2[C:2]([NH:1][C:23](=[O:24])[C:25]([F:28])([F:27])[F:26])=[C:7]([CH:8]([F:10])[CH3:9])[CH:6]=[CH:5][N:4]=2)[CH:18]=[CH:17][N:16]=1)(=[O:22])[CH3:21]. The catalyst class is: 192. (2) Reactant: [NH2:1][C:2]1[CH:7]=[CH:6][CH:5]=[CH:4][C:3]=1[NH:8][C:9]1[C:14]([Cl:15])=[CH:13][N:12]=[C:11]([NH:16][C:17]2[CH:22]=[CH:21][C:20]([N:23]3[CH2:28][CH2:27][O:26][CH2:25][CH2:24]3)=[CH:19][CH:18]=2)[N:10]=1.C(N(C(C)C)CC)(C)C.[CH2:38]([N:45]=[C:46]=[O:47])[C:39]1[CH:44]=[CH:43][CH:42]=[CH:41][CH:40]=1. Product: [CH2:38]([NH:45][C:46]([NH:1][C:2]1[CH:7]=[CH:6][CH:5]=[CH:4][C:3]=1[NH:8][C:9]1[C:14]([Cl:15])=[CH:13][N:12]=[C:11]([NH:16][C:17]2[CH:18]=[CH:19][C:20]([N:23]3[CH2:24][CH2:25][O:26][CH2:27][CH2:28]3)=[CH:21][CH:22]=2)[N:10]=1)=[O:47])[C:39]1[CH:44]=[CH:43][CH:42]=[CH:41][CH:40]=1. The catalyst class is: 2.